Dataset: Catalyst prediction with 721,799 reactions and 888 catalyst types from USPTO. Task: Predict which catalyst facilitates the given reaction. (1) Product: [C:6]([N:8]1[CH2:9][CH2:10][CH:11]([C:14]2[CH:15]=[N:16][CH:17]=[C:18]([C:22]3[CH:31]=[C:30]4[C:25](=[N:24][CH:23]=3)[N:26]([C:32]([NH2:33])=[O:34])[CH2:27][CH2:28][CH2:29]4)[C:19]=2[C:20]#[N:21])[CH2:12][CH2:13]1)(=[O:5])[CH3:36]. The catalyst class is: 2. Reactant: C([O:5][C:6]([N:8]1[CH2:13][CH2:12][CH:11]([C:14]2[CH:15]=[N:16][CH:17]=[C:18]([C:22]3[CH:23]=[N:24][C:25]4[N:26]([C:32](=[O:34])[NH2:33])[CH2:27][CH2:28][CH2:29][C:30]=4[CH:31]=3)[C:19]=2[C:20]#[N:21])[CH2:10][CH2:9]1)=O)(C)(C)C.F[C:36](F)(F)C(O)=O. (2) Reactant: [CH:1]1([C:7]2[CH:15]=[CH:14][C:10]([C:11]([OH:13])=[O:12])=[CH:9][CH:8]=2)[CH2:6][CH2:5][CH2:4][CH2:3][CH2:2]1.C(Cl)(=O)C(Cl)=O.O[C:23]1[CH:58]=[CH:57][C:26]([CH2:27][N:28]([CH2:49][C:50]([O:52]C(C)(C)C)=[O:51])[C:29](=[O:48])[C:30]2[CH:35]=[CH:34][C:33]([NH:36][C:37](=[O:47])[CH2:38][C:39]3[CH:44]=[CH:43][C:42]([O:45][CH3:46])=[CH:41][CH:40]=3)=[CH:32][CH:31]=2)=[CH:25][CH:24]=1.C(O)(C(F)(F)F)=O. Product: [CH:1]1([C:7]2[CH:8]=[CH:9][C:10]([C:11]([O:13][C:23]3[CH:58]=[CH:57][C:26]([CH2:27][N:28]([CH2:49][C:50]([OH:52])=[O:51])[C:29](=[O:48])[C:30]4[CH:31]=[CH:32][C:33]([NH:36][C:37](=[O:47])[CH2:38][C:39]5[CH:44]=[CH:43][C:42]([O:45][CH3:46])=[CH:41][CH:40]=5)=[CH:34][CH:35]=4)=[CH:25][CH:24]=3)=[O:12])=[CH:14][CH:15]=2)[CH2:2][CH2:3][CH2:4][CH2:5][CH2:6]1. The catalyst class is: 59. (3) Reactant: [F:1][C:2]1[CH:3]=[C:4]2[C:12](=[CH:13][CH:14]=1)[NH:11][C:10]1[C:9]([O:15][CH3:16])=[C:8]3[NH:17][C:18]4[CH:19]=[CH:20][C:21]([F:24])=[CH:22][C:23]=4[C:7]3=[CH:6][C:5]2=1.[H-].[Na+].Cl[CH2:28][C:29]#[N:30].S(C)[CH3:32].C[N:35]([CH:37]=O)C. Product: [F:24][C:21]1[CH:22]=[C:23]2[C:18](=[CH:19][CH:20]=1)[N:17]([CH2:28][CH2:29][NH2:30])[C:8]1[C:9]([O:15][CH3:16])=[C:10]3[N:11]([CH2:32][CH2:37][NH2:35])[C:12]4[CH:13]=[CH:14][C:2]([F:1])=[CH:3][C:4]=4[C:5]3=[CH:6][C:7]2=1. The catalyst class is: 1. (4) Reactant: [CH3:1][CH:2]1[CH2:10][C:9]2[C:4](=[C:5]([CH3:12])[CH:6]=[CH:7][C:8]=2[CH3:11])[CH:3]1O.O.C1(C)C=CC(S(O)(=O)=O)=CC=1. Product: [CH3:1][C:2]1[CH2:10][C:9]2[C:4]([CH:3]=1)=[C:5]([CH3:12])[CH:6]=[CH:7][C:8]=2[CH3:11]. The catalyst class is: 11. (5) Reactant: [CH3:1][O:2][C:3]1[CH:8]=[CH:7][C:6]([C:9](=O)[C:10]([C:12]2[CH:17]=[CH:16][C:15]([O:18][CH3:19])=[CH:14][CH:13]=2)=O)=[CH:5][CH:4]=1.[NH2:21][C:22]1[C:30]([NH2:31])=[CH:29][CH:28]=[CH:27][C:23]=1[C:24]([OH:26])=[O:25]. Product: [CH3:1][O:2][C:3]1[CH:8]=[CH:7][C:6]([C:9]2[C:10]([C:12]3[CH:17]=[CH:16][C:15]([O:18][CH3:19])=[CH:14][CH:13]=3)=[N:21][C:22]3[C:23]([C:24]([OH:26])=[O:25])=[CH:27][CH:28]=[CH:29][C:30]=3[N:31]=2)=[CH:5][CH:4]=1. The catalyst class is: 15. (6) Reactant: NC1C(NC2C=CC=C(O)C=2)=NC(NC2C=CC=C(O)C=2)=NC=1C(OCC)=O.[CH2:29]([O:31][C:32]([C:34]1[N:39]=[C:38]([NH:40][C:41]2[CH:46]=[CH:45][C:44]3[O:47][CH2:48][CH2:49][O:50][C:43]=3[CH:42]=2)[N:37]=[C:36]([NH:51][C:52]2[CH:57]=[CH:56][C:55]3[O:58][CH2:59][CH2:60][O:61][C:54]=3[CH:53]=2)[C:35]=1[N+:62]([O-])=O)=[O:33])[CH3:30].[H][H]. Product: [NH2:62][C:35]1[C:36]([NH:51][C:52]2[CH:57]=[CH:56][C:55]3[O:58][CH2:59][CH2:60][O:61][C:54]=3[CH:53]=2)=[N:37][C:38]([NH:40][C:41]2[CH:46]=[CH:45][C:44]3[O:47][CH2:48][CH2:49][O:50][C:43]=3[CH:42]=2)=[N:39][C:34]=1[C:32]([O:31][CH2:29][CH3:30])=[O:33]. The catalyst class is: 45. (7) Reactant: C(OC(=O)[NH:7][C:8]1[CH:9]=[C:10]2[CH:16]=[C:15]([CH:17]([C:24]3[CH:29]=[CH:28][C:27]([S:30]([CH3:33])(=[O:32])=[O:31])=[CH:26][CH:25]=3)[CH2:18][CH:19]3[CH2:23][CH2:22][CH2:21][CH2:20]3)[NH:14][C:11]2=[N:12][CH:13]=1)(C)(C)C.[Cl:35]CCl. Product: [ClH:35].[CH:19]1([CH2:18][CH:17]([C:15]2[NH:14][C:11]3=[N:12][CH:13]=[C:8]([NH2:7])[CH:9]=[C:10]3[CH:16]=2)[C:24]2[CH:29]=[CH:28][C:27]([S:30]([CH3:33])(=[O:32])=[O:31])=[CH:26][CH:25]=2)[CH2:23][CH2:22][CH2:21][CH2:20]1. The catalyst class is: 33. (8) Reactant: [Cl:1][C:2]1[CH:3]=[C:4]([OH:10])[CH:5]=[N:6][C:7]=1[O:8][CH3:9].Br[CH2:12][C:13]1[C:23]([F:24])=[CH:22][C:16]([C:17]([O:19][CH2:20][CH3:21])=[O:18])=[C:15]([F:25])[CH:14]=1.C(=O)([O-])[O-].[K+].[K+]. Product: [Cl:1][C:2]1[CH:3]=[C:4]([O:10][CH2:12][C:13]2[C:23]([F:24])=[CH:22][C:16]([C:17]([O:19][CH2:20][CH3:21])=[O:18])=[C:15]([F:25])[CH:14]=2)[CH:5]=[N:6][C:7]=1[O:8][CH3:9]. The catalyst class is: 95. (9) Product: [CH:9]([O:8][C:5]1[N:6]=[CH:7][C:2]([O:12][C:13]2[CH:14]=[CH:15][C:16]([CH2:19][CH2:20][CH:21]([NH:23][C:24](=[O:26])[CH3:25])[CH3:22])=[CH:17][CH:18]=2)=[N:3][CH:4]=1)([CH3:11])[CH3:10]. The catalyst class is: 830. Reactant: Br[C:2]1[CH:7]=[N:6][C:5]([O:8][CH:9]([CH3:11])[CH3:10])=[CH:4][N:3]=1.[OH:12][C:13]1[CH:18]=[CH:17][C:16]([CH2:19][CH2:20][CH:21]([NH:23][C:24](=[O:26])[CH3:25])[CH3:22])=[CH:15][CH:14]=1.C(=O)([O-])[O-].[Cs+].[Cs+].Cl.CN(C)CC(O)=O. (10) Product: [CH:1]1([C:4]2[N:5]=[CH:6][C:7]([O:10][C@H:11]3[CH2:20][N:14]4[CH2:15][C:16](=[O:19])[N:17]([CH2:29][C:30]5[CH:35]=[CH:34][CH:33]=[C:32]([C:36]([F:37])([F:38])[F:39])[CH:31]=5)[CH2:18][C@@H:13]4[CH2:12]3)=[N:8][CH:9]=2)[CH2:3][CH2:2]1. Reactant: [CH:1]1([C:4]2[N:5]=[CH:6][C:7]([O:10][C@H:11]3[CH2:20][N:14]4[CH2:15][C:16](=[O:19])[NH:17][CH2:18][C@@H:13]4[CH2:12]3)=[N:8][CH:9]=2)[CH2:3][CH2:2]1.O1CCCC1.[H-].[Na+].Br[CH2:29][C:30]1[CH:35]=[CH:34][CH:33]=[C:32]([C:36]([F:39])([F:38])[F:37])[CH:31]=1. The catalyst class is: 9.